Dataset: Peptide-MHC class I binding affinity with 185,985 pairs from IEDB/IMGT. Task: Regression. Given a peptide amino acid sequence and an MHC pseudo amino acid sequence, predict their binding affinity value. This is MHC class I binding data. (1) The peptide sequence is VEMGEAAGI. The MHC is HLA-B44:03 with pseudo-sequence HLA-B44:03. The binding affinity (normalized) is 0.507. (2) The peptide sequence is EAFPYEITE. The MHC is HLA-B15:01 with pseudo-sequence HLA-B15:01. The binding affinity (normalized) is 0.0847. (3) The peptide sequence is LPAQLTATA. The MHC is HLA-B07:02 with pseudo-sequence HLA-B07:02. The binding affinity (normalized) is 0.437.